From a dataset of Full USPTO retrosynthesis dataset with 1.9M reactions from patents (1976-2016). Predict the reactants needed to synthesize the given product. (1) Given the product [C:24]([O:23][C:21](=[O:22])[N:8]([CH2:1][C:2]1[CH:3]=[CH:4][CH:5]=[CH:6][CH:7]=1)[CH2:9][C:10]1[C:19]([Br:20])=[CH:18][C:17]2[C:12](=[CH:13][CH:14]=[CH:15][CH:16]=2)[N:11]=1)([CH3:27])([CH3:26])[CH3:25], predict the reactants needed to synthesize it. The reactants are: [CH2:1]([NH:8][CH2:9][C:10]1[C:19]([Br:20])=[CH:18][C:17]2[C:12](=[CH:13][CH:14]=[CH:15][CH:16]=2)[N:11]=1)[C:2]1[CH:7]=[CH:6][CH:5]=[CH:4][CH:3]=1.[C:21](O[C:21]([O:23][C:24]([CH3:27])([CH3:26])[CH3:25])=[O:22])([O:23][C:24]([CH3:27])([CH3:26])[CH3:25])=[O:22]. (2) Given the product [C:3]([O:7][C:8]([NH:10][C@@H:11]1[C:21]2[C:16](=[N:17][CH:18]=[CH:19][N:20]=2)[C:15]([CH2:22][C:23]([OH:25])=[O:24])=[CH:14][CH2:13][C@H:12]1[C:27]1[CH:32]=[CH:31][CH:30]=[C:29]([F:33])[C:28]=1[F:34])=[O:9])([CH3:6])([CH3:4])[CH3:5], predict the reactants needed to synthesize it. The reactants are: [OH-].[Li+].[C:3]([O:7][C:8]([NH:10][C@@H:11]1[C:21]2[C:16](=[N:17][CH:18]=[CH:19][N:20]=2)[C:15]([CH2:22][C:23]([O:25]C)=[O:24])=[CH:14][CH2:13][C@H:12]1[C:27]1[CH:32]=[CH:31][CH:30]=[C:29]([F:33])[C:28]=1[F:34])=[O:9])([CH3:6])([CH3:5])[CH3:4]. (3) Given the product [CH2:35]([N:7]([CH2:5][CH3:6])[C:8]1[CH:9]=[CH:10][C:11]([CH:12]=[N:13][NH:14][C:15](=[O:24])[C:16]2[CH:21]=[CH:20][C:19]([OH:22])=[CH:18][CH:17]=2)=[CH:33][CH:34]=1)[CH3:36], predict the reactants needed to synthesize it. The reactants are: B(Br)(Br)Br.[CH2:5]([N:7]([CH2:35][CH3:36])[C:8]1[CH:34]=[CH:33][C:11]([CH:12]=[N:13][N:14](CC2C=CC(C)=CC=2)[C:15](=[O:24])[C:16]2[CH:21]=[CH:20][C:19]([O:22]C)=[CH:18][CH:17]=2)=[CH:10][CH:9]=1)[CH3:6].CO. (4) Given the product [CH2:32]([O:34][C:35]1[C:44]([O:45][CH3:46])=[CH:43][C:42]2[C:41]([C:47]3[CH:48]=[CH:49][C:50]([C:51]([N:28]4[CH2:29][CH2:30][CH:25]([N:11]5[C:12](=[O:24])[C:13]6[S:17][C:16]([C:18]7[CH:19]=[CH:20][CH:21]=[CH:22][CH:23]=7)=[CH:15][C:14]=6[N:9]([CH2:8][C:5]6[N:4]=[C:3]([CH3:2])[O:7][N:6]=6)[C:10]5=[O:31])[CH2:26][CH2:27]4)=[O:52])=[CH:54][CH:55]=3)=[N:40][C@@H:39]3[CH2:56][CH2:57][S:58][CH2:59][C@@H:38]3[C:37]=2[CH:36]=1)[CH3:33], predict the reactants needed to synthesize it. The reactants are: Cl.[CH3:2][C:3]1[O:7][N:6]=[C:5]([CH2:8][N:9]2[C:14]3[CH:15]=[C:16]([C:18]4[CH:23]=[CH:22][CH:21]=[CH:20][CH:19]=4)[S:17][C:13]=3[C:12](=[O:24])[N:11]([CH:25]3[CH2:30][CH2:29][NH:28][CH2:27][CH2:26]3)[C:10]2=[O:31])[N:4]=1.[CH2:32]([O:34][C:35]1[C:44]([O:45][CH3:46])=[CH:43][C:42]2[C:41]([C:47]3[CH:55]=[CH:54][C:50]([C:51](O)=[O:52])=[CH:49][CH:48]=3)=[N:40][C@@H:39]3[CH2:56][CH2:57][S:58][CH2:59][C@@H:38]3[C:37]=2[CH:36]=1)[CH3:33].CN(C(ON1N=NC2C=CC=CC1=2)=[N+](C)C)C.F[P-](F)(F)(F)(F)F.CCN(C(C)C)C(C)C.C(=O)(O)[O-].[Na+]. (5) Given the product [CH:16]1[C:17]2[C:22](=[CH:21][CH:20]=[CH:19][CH:18]=2)[CH:23]=[CH:24][C:15]=1[CH2:14][CH:11]1[CH2:12][CH2:13][NH:8][CH2:9][CH2:10]1, predict the reactants needed to synthesize it. The reactants are: C(OC([N:8]1[CH2:13][CH2:12][CH:11]([CH2:14][C:15]2[CH:24]=[CH:23][C:22]3[C:17](=[CH:18][CH:19]=[CH:20][CH:21]=3)[CH:16]=2)[CH2:10][CH2:9]1)=O)(C)(C)C.C(O)(C(F)(F)F)=O. (6) Given the product [Br:12][C:10]1[C:2]([OH:1])=[C:3]([CH:7]=[C:8]([I:11])[CH:9]=1)[C:4]([OH:6])=[O:5], predict the reactants needed to synthesize it. The reactants are: [OH:1][C:2]1[CH:10]=[CH:9][C:8]([I:11])=[CH:7][C:3]=1[C:4]([OH:6])=[O:5].[Br:12]Br. (7) Given the product [CH2:1]([O:8][C:9]1[CH:14]=[CH:13][C:12]([C:22]2[CH:23]=[C:24]([CH:29]=[CH:30][N:31]=2)[C:25]([O:27][CH3:28])=[O:26])=[CH:11][C:10]=1[C:19]#[N:20])[C:2]1[CH:7]=[CH:6][CH:5]=[CH:4][CH:3]=1, predict the reactants needed to synthesize it. The reactants are: [CH2:1]([O:8][C:9]1[CH:14]=[CH:13][C:12](OB(O)O)=[CH:11][C:10]=1[C:19]#[N:20])[C:2]1[CH:7]=[CH:6][CH:5]=[CH:4][CH:3]=1.Cl[C:22]1[CH:23]=[C:24]([CH:29]=[CH:30][N:31]=1)[C:25]([O:27][CH3:28])=[O:26].C(=O)([O-])[O-].[Na+].[Na+]. (8) Given the product [Cl:28][C:29]1[CH:34]=[C:33]([C:2]2[CH:3]=[C:4]3[C:9](=[CH:10][CH:11]=2)[N:8]=[CH:7][C:6]([C:12](=[O:17])[CH2:13][CH:14]([CH3:15])[CH3:16])=[C:5]3[NH:18][C@H:19]2[CH2:24][CH2:23][C@H:22]([N:25]([CH3:27])[CH3:26])[CH2:21][CH2:20]2)[CH:32]=[C:31]([O:44][CH3:45])[C:30]=1[OH:46], predict the reactants needed to synthesize it. The reactants are: Br[C:2]1[CH:3]=[C:4]2[C:9](=[CH:10][CH:11]=1)[N:8]=[CH:7][C:6]([C:12](=[O:17])[CH2:13][CH:14]([CH3:16])[CH3:15])=[C:5]2[NH:18][C@H:19]1[CH2:24][CH2:23][C@H:22]([N:25]([CH3:27])[CH3:26])[CH2:21][CH2:20]1.[Cl:28][C:29]1[CH:34]=[C:33](B2OC(C)(C)C(C)(C)O2)[CH:32]=[C:31]([O:44][CH3:45])[C:30]=1[OH:46]. (9) Given the product [C:1]12([C:11]3[CH:12]=[C:13]([C:29]4[N:34]=[CH:33][C:32]([N+:35]([O-:37])=[O:36])=[CH:31][N:30]=4)[CH:14]=[CH:15][C:16]=3[O:17][CH2:18][C:19]3[CH:24]=[CH:23][CH:22]=[CH:21][CH:20]=3)[CH2:10][CH:5]3[CH2:6][CH:7]([CH2:9][CH:3]([CH2:4]3)[CH2:2]1)[CH2:8]2, predict the reactants needed to synthesize it. The reactants are: [C:1]12([C:11]3[CH:12]=[C:13](B(O)O)[CH:14]=[CH:15][C:16]=3[O:17][CH2:18][C:19]3[CH:24]=[CH:23][CH:22]=[CH:21][CH:20]=3)[CH2:10][CH:5]3[CH2:6][CH:7]([CH2:9][CH:3]([CH2:4]3)[CH2:2]1)[CH2:8]2.Cl[C:29]1[N:34]=[CH:33][C:32]([N+:35]([O-:37])=[O:36])=[CH:31][N:30]=1.C([O-])(O)=O.[Na+].